Dataset: Reaction yield outcomes from USPTO patents with 853,638 reactions. Task: Predict the reaction yield, written as a fraction of the theoretical maximum amount of product (1.0 means a 100% yield; for example, 0.34 means a 34% yield). (1) The reactants are [C:1]([NH:4][C@@H:5]1[CH2:10][C:9](=O)[CH2:8][CH2:7][C@@H:6]1[N:12]1[CH2:16][CH2:15][C@H:14]([NH:17][C:18](=[O:27])[O:19][CH2:20][C:21]2[CH:26]=[CH:25][CH:24]=[CH:23][CH:22]=2)[C:13]1=[O:28])(=[O:3])[CH3:2].[C:29]([NH2:33])([CH3:32])([CH3:31])[CH3:30].S(C)C. The catalyst is ClCCl.Cl[Ti](Cl)(Cl)Cl.CC(O[Ti](OC(C)C)(OC(C)C)OC(C)C)C.Cl[Ti](Cl)(Cl)Cl.CC(O[Ti](OC(C)C)(OC(C)C)OC(C)C)C. The product is [C:1]([NH:4][C@@H:5]1[CH2:10][C@H:9]([NH:33][C:29]([CH3:32])([CH3:31])[CH3:30])[CH2:8][CH2:7][C@@H:6]1[N:12]1[CH2:16][CH2:15][C@H:14]([NH:17][C:18](=[O:27])[O:19][CH2:20][C:21]2[CH:22]=[CH:23][CH:24]=[CH:25][CH:26]=2)[C:13]1=[O:28])(=[O:3])[CH3:2]. The yield is 0.780. (2) The yield is 0.230. The reactants are [NH2:1][C:2]1[CH:10]=[C:9]([O:11][CH3:12])[CH:8]=[C:7]([O:13][CH3:14])[C:3]=1[C:4]([NH2:6])=[O:5].C([Si](C)(C)[O:20][CH2:21][CH2:22][O:23][C:24]1[CH:31]=[CH:30][C:27]([CH:28]=O)=[CH:26][C:25]=1[Cl:32])(C)(C)C.O.C1(C)C=CC(S(O)(=O)=O)=CC=1.S([O-])(O)=O.[Na+]. The product is [Cl:32][C:25]1[CH:26]=[C:27]([C:28]2[NH:6][C:4](=[O:5])[C:3]3[C:2](=[CH:10][C:9]([O:11][CH3:12])=[CH:8][C:7]=3[O:13][CH3:14])[N:1]=2)[CH:30]=[CH:31][C:24]=1[O:23][CH2:22][CH2:21][OH:20]. The catalyst is O.CC(N(C)C)=O. (3) The reactants are Br[C:2]1[CH:3]=[CH:4][C:5]2[C:11]3[S:12][C:13]([C:15]([N:17]([C:19]4[CH:20]=[C:21]([CH:37]=[CH:38][C:39]=4[Cl:40])[C:22]([N:24]4[CH2:29][CH2:28][N:27]([C:30]([O:32][C:33]([CH3:36])([CH3:35])[CH3:34])=[O:31])[CH2:26][CH2:25]4)=[O:23])[CH3:18])=[O:16])=[CH:14][C:10]=3[CH2:9][CH2:8][O:7][C:6]=2[CH:41]=1.CC1(C)C2C(=C(P(C3C=CC=CC=3)C3C=CC=CC=3)C=CC=2)[O:63][C:45]2C(P(C3C=CC=CC=3)C3C=CC=CC=3)=CC=CC1=2.[CH3:84][S:85]([CH2:88][CH2:89][NH2:90])(=[O:87])=[O:86].Cl.C([O-])([O-])=O.[Na+].[Na+]. The catalyst is C1(C)C=CC=CC=1.CC([O-])=O.CC([O-])=O.[Pd+2]. The product is [Cl:40][C:39]1[CH:38]=[CH:37][C:21]([C:22]([N:24]2[CH2:25][CH2:26][N:27]([C:30]([O:32][C:33]([CH3:36])([CH3:35])[CH3:34])=[O:31])[CH2:28][CH2:29]2)=[O:23])=[CH:20][C:19]=1[N:17]([CH3:18])[C:15]([C:13]1[S:12][C:11]2[C:5]3[CH:4]=[CH:3][C:2]([C:45](=[O:63])[NH:90][CH2:89][CH2:88][S:85]([CH3:84])(=[O:87])=[O:86])=[CH:41][C:6]=3[O:7][CH2:8][CH2:9][C:10]=2[CH:14]=1)=[O:16]. The yield is 0.630. (4) The reactants are [Cl:1][C:2]1[CH:8]=[C:7]([O:9][C:10]2[C:19]3[C:14](=[CH:15][C:16]([O:22][CH3:23])=[C:17]([O:20][CH3:21])[CH:18]=3)[N:13]=[CH:12][N:11]=2)[CH:6]=[CH:5][C:3]=1[NH2:4].Cl[C:25](Cl)([O:27][C:28](=[O:34])OC(Cl)(Cl)Cl)Cl.[CH:36]1([CH2:42]CO)[CH2:41][CH2:40][CH2:39][CH2:38][CH2:37]1.C(=O)(O)[O-].[Na+]. The catalyst is C(Cl)Cl.C(N(CC)CC)C.C1(C)C=CC=CC=1. The product is [Cl:1][C:2]1[CH:8]=[C:7]([O:9][C:10]2[C:19]3[C:14](=[CH:15][C:16]([O:22][CH3:23])=[C:17]([O:20][CH3:21])[CH:18]=3)[N:13]=[CH:12][N:11]=2)[CH:6]=[CH:5][C:3]=1[NH:4][C:28](=[O:34])[O:27][CH2:25][CH2:42][CH:36]1[CH2:41][CH2:40][CH2:39][CH2:38][CH2:37]1. The yield is 0.670. (5) The reactants are [Br:1][C:2]1[CH:6]=[N:5][N:4]([CH3:7])[C:3]=1[C:8]1[CH:9]=[C:10]([NH2:23])[CH:11]=[CH:12][C:13]=1[O:14][CH2:15][CH2:16][N:17]1[CH2:21][CH2:20][CH2:19][CH:18]1[CH3:22].[F:24][C:25]1[CH:26]=[C:27]([CH:31]=[CH:32][C:33]=1[F:34])[C:28](Cl)=[O:29].C(N(CC)CC)C. The catalyst is C1COCC1. The product is [Br:1][C:2]1[CH:6]=[N:5][N:4]([CH3:7])[C:3]=1[C:8]1[CH:9]=[C:10]([NH:23][C:28](=[O:29])[C:27]2[CH:31]=[CH:32][C:33]([F:34])=[C:25]([F:24])[CH:26]=2)[CH:11]=[CH:12][C:13]=1[O:14][CH2:15][CH2:16][N:17]1[CH2:21][CH2:20][CH2:19][CH:18]1[CH3:22]. The yield is 0.460. (6) The reactants are [Cl:1][C:2]1[N:7]=[CH:6][C:5]2[N:8]=[C:9]([CH2:17][OH:18])[N:10]([C@@H:11]([CH3:16])[C:12]([F:15])([F:14])[F:13])[C:4]=2[CH:3]=1.[O:19]1[CH:24]=[CH:23][CH2:22][CH2:21][CH2:20]1.C1(C)C=CC(S(O)(=O)=O)=CC=1. The yield is 0.800. The catalyst is O1CCCC1. The product is [Cl:1][C:2]1[N:7]=[CH:6][C:5]2[N:8]=[C:9]([CH2:17][O:18][CH:20]3[CH2:21][CH2:22][CH2:23][CH2:24][O:19]3)[N:10]([C@@H:11]([CH3:16])[C:12]([F:13])([F:14])[F:15])[C:4]=2[CH:3]=1. (7) The reactants are C(=O)(OCC)[O:2][C:3]1[CH:8]=[C:7]([N+:9]([O-:11])=[O:10])[C:6]([CH3:12])=[CH:5][C:4]=1[CH:13]1[CH:20]2[CH2:21][CH:16]3[CH2:17][CH:18]([CH2:22][CH:14]1[CH2:15]3)[CH2:19]2.N1CCCCC1. The catalyst is C(Cl)Cl. The product is [CH:14]12[CH2:15][CH:16]3[CH2:17][CH:18]([CH2:19][CH:20]([CH2:21]3)[CH:13]1[C:4]1[CH:5]=[C:6]([CH3:12])[C:7]([N+:9]([O-:11])=[O:10])=[CH:8][C:3]=1[OH:2])[CH2:22]2. The yield is 0.770. (8) The reactants are [CH2:1]=[C:2]([C:4]1[N:5]=[CH:6][C:7]([O:10][C@H:11]2[CH2:19][N:14]3[CH2:15][CH2:16][NH:17][CH2:18][C@@H:13]3[CH2:12]2)=[N:8][CH:9]=1)[CH3:3].[F:20][C:21]([F:33])([F:32])[C:22]1[CH:23]=[C:24]([CH2:28][C:29](O)=[O:30])[CH:25]=[CH:26][CH:27]=1.O.N1(O)C2C=CC=CC=2N=N1.C(N=C=NCCCN(C)C)C. The catalyst is ClCCl. The product is [CH2:1]=[C:2]([C:4]1[N:5]=[CH:6][C:7]([O:10][C@H:11]2[CH2:19][N:14]3[CH2:15][CH2:16][N:17]([C:29](=[O:30])[CH2:28][C:24]4[CH:25]=[CH:26][CH:27]=[C:22]([C:21]([F:32])([F:20])[F:33])[CH:23]=4)[CH2:18][C@@H:13]3[CH2:12]2)=[N:8][CH:9]=1)[CH3:3]. The yield is 0.577. (9) The product is [CH:47]([C:44]1[S:45][CH:46]=[C:42]([C:2]2[CH:3]=[C:4]3[C:8](=[C:9]([C:11]([NH2:13])=[O:12])[CH:10]=2)[NH:7][CH:6]=[C:5]3[CH:14]2[CH2:19][CH2:18][N:17]([S:20]([CH2:23][CH2:24][CH2:25][O:26][CH3:27])(=[O:22])=[O:21])[CH2:16][CH2:15]2)[CH:43]=1)=[O:48]. The yield is 0.610. The catalyst is C1C=CC([P]([Pd]([P](C2C=CC=CC=2)(C2C=CC=CC=2)C2C=CC=CC=2)([P](C2C=CC=CC=2)(C2C=CC=CC=2)C2C=CC=CC=2)[P](C2C=CC=CC=2)(C2C=CC=CC=2)C2C=CC=CC=2)(C2C=CC=CC=2)C2C=CC=CC=2)=CC=1.O. The reactants are Br[C:2]1[CH:3]=[C:4]2[C:8](=[C:9]([C:11]([NH2:13])=[O:12])[CH:10]=1)[NH:7][CH:6]=[C:5]2[CH:14]1[CH2:19][CH2:18][N:17]([S:20]([CH2:23][CH2:24][CH2:25][O:26][CH3:27])(=[O:22])=[O:21])[CH2:16][CH2:15]1.O1CCOCC1.CC1(C)C(C)(C)OB([C:42]2[CH:43]=[C:44]([CH:47]=[O:48])[S:45][CH:46]=2)O1.C(=O)([O-])[O-].[K+].[K+].